This data is from Full USPTO retrosynthesis dataset with 1.9M reactions from patents (1976-2016). The task is: Predict the reactants needed to synthesize the given product. (1) Given the product [OH:30][C:27]1[CH:28]=[CH:29][C:24]([C:23]([NH:22][CH2:21][C@H:16]([N:13]2[CH2:12][CH2:11][N:10]([S:7]([CH3:6])(=[O:9])=[O:8])[CH2:15][CH2:14]2)[C:17]([O:19][CH3:20])=[O:18])=[O:37])=[CH:25][CH:26]=1, predict the reactants needed to synthesize it. The reactants are: S(=O)(=O)(O)O.[CH3:6][S:7]([N:10]1[CH2:15][CH2:14][N:13]([C@@H:16]([CH2:21][NH:22][C:23](=[O:37])[C:24]2[CH:29]=[CH:28][C:27]([O:30]COCCOC)=[CH:26][CH:25]=2)[C:17]([O:19][CH3:20])=[O:18])[CH2:12][CH2:11]1)(=[O:9])=[O:8].C(=O)([O-])O.[Na+]. (2) Given the product [C:14]([OH:16])(=[O:15])[C:13]1[CH:12]=[CH:11][C:2]([C:1]([OH:8])=[O:7])=[CH:3][CH:4]=1, predict the reactants needed to synthesize it. The reactants are: [C:1]([OH:8])(=[O:7])/[CH:2]=[CH:3]/[C:4](O)=O.C(O)(=O)C[CH2:11][CH2:12][CH2:13][C:14]([OH:16])=[O:15].S(C1C=C(C(O)=O)C=C(C=1)C(O)=O)(O)(=O)=O. (3) Given the product [Br:1][C:2]1[C:9]([CH3:8])=[C:16]([C:17](=[O:18])[CH3:11])[CH:15]=[CH:19][CH:3]=1, predict the reactants needed to synthesize it. The reactants are: [Br:1][C:2]1[C:3](C)=C(C=[CH:8][CH:9]=1)C#N.[CH3:11][Mg]Br.Cl.[CH2:15]1[CH2:19][O:18][CH2:17][CH2:16]1. (4) Given the product [NH2:24][CH2:23][CH2:22][CH2:21][C@H:17]([NH:16][C:14]([C:12]1[S:13][C:9]([CH:8]([C:32]2[CH:33]=[CH:34][C:35]([Cl:38])=[CH:36][CH:37]=2)[C:5]2[CH:6]=[CH:7][C:2]([Cl:1])=[CH:3][CH:4]=2)=[CH:10][CH:11]=1)=[O:15])[C:18]([OH:20])=[O:19].[C:39]([OH:45])([C:41]([F:44])([F:43])[F:42])=[O:40], predict the reactants needed to synthesize it. The reactants are: [Cl:1][C:2]1[CH:7]=[CH:6][C:5]([CH:8]([C:32]2[CH:37]=[CH:36][C:35]([Cl:38])=[CH:34][CH:33]=2)[C:9]2[S:13][C:12]([C:14]([NH:16][C@@H:17]([CH2:21][CH2:22][CH2:23][NH:24]C(OC(C)(C)C)=O)[C:18]([OH:20])=[O:19])=[O:15])=[CH:11][CH:10]=2)=[CH:4][CH:3]=1.[C:39]([OH:45])([C:41]([F:44])([F:43])[F:42])=[O:40].C([SiH](CC)CC)C. (5) Given the product [C:23]([C:7]1[C:8]2[C:13](=[CH:12][CH:11]=[C:10]([O:16][C:17]3[CH:22]=[CH:21][CH:20]=[CH:19][CH:18]=3)[CH:9]=2)[C:14]([OH:15])=[C:5]([C:3]([NH:25][CH:26]([CH2:31][CH:32]([CH3:34])[CH3:33])[CH2:27][C:28]([OH:30])=[O:29])=[O:4])[N:6]=1)#[N:24], predict the reactants needed to synthesize it. The reactants are: CO[C:3]([C:5]1[N:6]=[C:7]([C:23]#[N:24])[C:8]2[C:13]([C:14]=1[OH:15])=[CH:12][CH:11]=[C:10]([O:16][C:17]1[CH:22]=[CH:21][CH:20]=[CH:19][CH:18]=1)[CH:9]=2)=[O:4].[NH2:25][CH:26]([CH2:31][CH:32]([CH3:34])[CH3:33])[CH2:27][C:28]([OH:30])=[O:29].C[O-].[Na+].CO.Cl. (6) The reactants are: F[P-](F)(F)(F)(F)F.N1(O[P+](N(C)C)(N(C)C)N(C)C)C2C=CC=CC=2N=N1.[CH2:28]([O:30][CH:31]([C:45]([O:47]CC)=O)[NH:32][C:33](=[O:44])[C:34]1[C:35](=[C:39]([F:43])[CH:40]=[CH:41][CH:42]=1)[C:36]([OH:38])=O)[CH3:29].C(OC(C(OCC)=O)NC(=O)C1C(=CC=CC=1F)C(O)=O)C.[CH2:72]([O:79][C:80](=[O:92])/[N:81]=[C:82](\[NH2:91])/[C:83]1[CH:88]=[CH:87][C:86]([CH2:89][NH2:90])=[CH:85][CH:84]=1)[C:73]1[CH:78]=[CH:77][CH:76]=[CH:75][CH:74]=1. Given the product [CH2:72]([O:79][C:80](=[O:92])/[N:81]=[C:82](\[NH2:91])/[C:83]1[CH:84]=[CH:85][C:86]([CH2:89][NH:90][C:45](=[O:47])[CH:31]([O:30][CH2:28][CH3:29])[N:32]2[C:36](=[O:38])[C:35]3[C:34](=[CH:42][CH:41]=[CH:40][C:39]=3[F:43])[C:33]2=[O:44])=[CH:87][CH:88]=1)[C:73]1[CH:78]=[CH:77][CH:76]=[CH:75][CH:74]=1, predict the reactants needed to synthesize it. (7) Given the product [CH3:34][O:33][C:29]1[CH:28]=[C:27]([C:4]([C:6]2[N:7]=[CH:8][N:9]([C:11]3[CH:12]=[C:13]([C:17]4[CH:22]=[CH:21][CH:20]=[CH:19][C:18]=4[O:23][CH3:24])[CH:14]=[CH:15][CH:16]=3)[CH:10]=2)=[O:5])[CH:32]=[CH:31][CH:30]=1, predict the reactants needed to synthesize it. The reactants are: CON(C)[C:4]([C:6]1[N:7]=[CH:8][N:9]([C:11]2[CH:12]=[C:13]([C:17]3[CH:22]=[CH:21][CH:20]=[CH:19][C:18]=3[O:23][CH3:24])[CH:14]=[CH:15][CH:16]=2)[CH:10]=1)=[O:5].Br[C:27]1[CH:28]=[C:29]([O:33][CH3:34])[CH:30]=[CH:31][CH:32]=1. (8) Given the product [NH2:1][C@H:2]1[CH2:7][CH2:6][CH2:5][CH2:4][C@H:3]1[NH:8][C:9]1[N:14]=[C:13]([NH:38][C:37]2[CH:39]=[CH:40][CH:41]=[C:35]([N:30]3[CH2:31][CH2:32][CH2:33][CH2:34]3)[CH:36]=2)[C:12]([C:27]([NH2:29])=[O:28])=[CH:11][N:10]=1, predict the reactants needed to synthesize it. The reactants are: [NH2:1][C@H:2]1[CH2:7][CH2:6][CH2:5][CH2:4][C@H:3]1[NH:8][C:9]1[N:14]=[C:13](NC2C=CC(C3ON=CC=3)=CC=2)[C:12]([C:27]([NH2:29])=[O:28])=[CH:11][N:10]=1.[N:30]1([C:35]2[CH:36]=[C:37]([CH:39]=[CH:40][CH:41]=2)[NH2:38])[CH2:34][CH2:33][CH2:32][CH2:31]1.